The task is: Predict which catalyst facilitates the given reaction.. This data is from Catalyst prediction with 721,799 reactions and 888 catalyst types from USPTO. (1) Reactant: [C:1]([O:5][C:6](=[O:26])[NH:7][C:8]1[CH:13]=[C:12]([O:14][C:15]2[CH:20]=[CH:19][C:18]([N+:21]([O-])=O)=[CH:17][N:16]=2)[C:11]([Cl:24])=[CH:10][C:9]=1[F:25])([CH3:4])([CH3:3])[CH3:2].[Cl-].[Ca+2].[Cl-].C(O)C.O. Product: [C:1]([O:5][C:6](=[O:26])[NH:7][C:8]1[CH:13]=[C:12]([O:14][C:15]2[CH:20]=[CH:19][C:18]([NH2:21])=[CH:17][N:16]=2)[C:11]([Cl:24])=[CH:10][C:9]=1[F:25])([CH3:4])([CH3:2])[CH3:3]. The catalyst class is: 60. (2) Reactant: [CH3:1][N:2]([CH3:10])[C:3](=[O:9])[CH2:4][O:5][CH2:6][CH2:7]O.S(Cl)([Cl:13])=O. Product: [CH3:1][N:2]([CH3:10])[C:3](=[O:9])[CH2:4][O:5][CH2:6][CH2:7][Cl:13]. The catalyst class is: 4. (3) Reactant: [C:1]([NH:5][C:6]1[N:10]2[CH:11]=[C:12]([C:15]([O-:17])=[O:16])[CH:13]=[CH:14][C:9]2=[N:8][CH:7]=1)([CH3:4])([CH3:3])[CH3:2].[Na+]. Product: [C:1]([NH:5][C:6]1[N:10]2[CH:11]=[C:12]([C:15]([OH:17])=[O:16])[CH:13]=[CH:14][C:9]2=[N:8][CH:7]=1)([CH3:4])([CH3:2])[CH3:3]. The catalyst class is: 15.